This data is from NCI-60 drug combinations with 297,098 pairs across 59 cell lines. The task is: Regression. Given two drug SMILES strings and cell line genomic features, predict the synergy score measuring deviation from expected non-interaction effect. (1) Drug 1: C1CCN(CC1)CCOC2=CC=C(C=C2)C(=O)C3=C(SC4=C3C=CC(=C4)O)C5=CC=C(C=C5)O. Drug 2: CC(C)CN1C=NC2=C1C3=CC=CC=C3N=C2N. Cell line: ACHN. Synergy scores: CSS=-3.21, Synergy_ZIP=2.72, Synergy_Bliss=4.03, Synergy_Loewe=-1.31, Synergy_HSA=-0.766. (2) Drug 1: C1=CN(C(=O)N=C1N)C2C(C(C(O2)CO)O)O.Cl. Drug 2: B(C(CC(C)C)NC(=O)C(CC1=CC=CC=C1)NC(=O)C2=NC=CN=C2)(O)O. Cell line: NCI/ADR-RES. Synergy scores: CSS=55.3, Synergy_ZIP=-8.79, Synergy_Bliss=-9.79, Synergy_Loewe=-9.21, Synergy_HSA=-8.24. (3) Drug 1: C1=CC(=C2C(=C1NCCNCCO)C(=O)C3=C(C=CC(=C3C2=O)O)O)NCCNCCO. Drug 2: CC1=CC2C(CCC3(C2CCC3(C(=O)C)OC(=O)C)C)C4(C1=CC(=O)CC4)C. Cell line: M14. Synergy scores: CSS=25.6, Synergy_ZIP=7.54, Synergy_Bliss=7.68, Synergy_Loewe=-34.7, Synergy_HSA=5.51.